From a dataset of Forward reaction prediction with 1.9M reactions from USPTO patents (1976-2016). Predict the product of the given reaction. Given the reactants [C:1]([O:5][CH:6]([C:11]1[CH:16]=[CH:15][CH:14]=[C:13]([CH:17]=[O:18])[C:12]=1[C:19]1[CH:20]=[CH:21][C:22]2[O:27][CH2:26][CH2:25][CH2:24][C:23]=2[CH:28]=1)[C:7]([O:9][CH3:10])=[O:8])([CH3:4])([CH3:3])[CH3:2].CS(C)=[O:31].Cl([O-])=O.[Na+].S([O-])([O-])=O.[Na+].[Na+].C(=O)(O)[O-].[Na+], predict the reaction product. The product is: [C:1]([O:5][CH:6]([C:11]1[C:12]([C:19]2[CH:20]=[CH:21][C:22]3[O:27][CH2:26][CH2:25][CH2:24][C:23]=3[CH:28]=2)=[C:13]([CH:14]=[CH:15][CH:16]=1)[C:17]([OH:31])=[O:18])[C:7]([O:9][CH3:10])=[O:8])([CH3:4])([CH3:2])[CH3:3].